This data is from Forward reaction prediction with 1.9M reactions from USPTO patents (1976-2016). The task is: Predict the product of the given reaction. (1) Given the reactants [NH:1]1[C:5]2=[CH:6][N:7]=[CH:8][CH:9]=[C:4]2[CH:3]=[C:2]1[C:10]([NH2:12])=[O:11].[Cl:13][C:14]1[CH:15]=[C:16]([S:20][S:20][C:16]2[CH:17]=[CH:18][CH:19]=[C:14]([Cl:13])[CH:15]=2)[CH:17]=[CH:18][CH:19]=1, predict the reaction product. The product is: [Cl:13][C:14]1[CH:15]=[C:16]([S:20][C:3]2[C:4]3[C:5](=[CH:6][N:7]=[CH:8][CH:9]=3)[NH:1][C:2]=2[C:10]([NH2:12])=[O:11])[CH:17]=[CH:18][CH:19]=1. (2) Given the reactants Br[C:2]1[CH:7]=[C:6]([S:8]([C:11]2[CH:16]=[CH:15][CH:14]=[CH:13][CH:12]=2)(=[O:10])=[O:9])[CH:5]=[CH:4][C:3]=1[N+:17]([O-:19])=[O:18].[C:20]([O:24][C:25]([NH:27][C@H:28]([C:46]([O:48][CH3:49])=[O:47])[CH2:29]C1C([N+]([O-])=O)=NC=C(OC2C=CC=CC=2)C=1)=[O:26])([CH3:23])([CH3:22])[CH3:21], predict the reaction product. The product is: [C:20]([O:24][C:25]([NH:27][C@H:28]([C:46]([O:48][CH3:49])=[O:47])[CH2:29][C:2]1[CH:7]=[C:6]([S:8]([C:11]2[CH:16]=[CH:15][CH:14]=[CH:13][CH:12]=2)(=[O:10])=[O:9])[CH:5]=[CH:4][C:3]=1[N+:17]([O-:19])=[O:18])=[O:26])([CH3:23])([CH3:21])[CH3:22]. (3) Given the reactants Cl[CH2:2][C:3]([NH:5][C:6]1[CH:16]=[CH:15][C:9]2[NH:10][C:11](=[O:14])[CH2:12][O:13][C:8]=2[CH:7]=1)=[O:4].[O:17]([CH:24]1[CH2:29][CH2:28][NH:27][CH2:26][CH2:25]1)[C:18]1[CH:23]=[CH:22][CH:21]=[CH:20][CH:19]=1, predict the reaction product. The product is: [O:17]([CH:24]1[CH2:29][CH2:28][N:27]([CH2:2][C:3]([NH:5][C:6]2[CH:16]=[CH:15][C:9]3[NH:10][C:11](=[O:14])[CH2:12][O:13][C:8]=3[CH:7]=2)=[O:4])[CH2:26][CH2:25]1)[C:18]1[CH:19]=[CH:20][CH:21]=[CH:22][CH:23]=1. (4) Given the reactants [Cl:1][C:2]1[CH:30]=[N:29][C:5]2[N:6]=[C:7]([N:13]3[CH2:21][CH:20]4[CH:15]([N:16](C(OC(C)(C)C)=O)[CH2:17][CH2:18][CH2:19]4)[CH2:14]3)[C:8]3[N:9]([CH:10]=[N:11][N:12]=3)[C:4]=2[CH:3]=1.C(O)(C(F)(F)F)=O, predict the reaction product. The product is: [Cl:1][C:2]1[CH:30]=[N:29][C:5]2[N:6]=[C:7]([N:13]3[CH2:21][CH:20]4[CH:15]([NH:16][CH2:17][CH2:18][CH2:19]4)[CH2:14]3)[C:8]3[N:9]([CH:10]=[N:11][N:12]=3)[C:4]=2[CH:3]=1. (5) Given the reactants [NH2:1][C:2]1[C:3]([F:22])=[C:4]([C:9]([C:11]2[C:19]3[C:14](=[N:15][CH:16]=[C:17]([F:21])[C:18]=3[I:20])[NH:13][CH:12]=2)=[O:10])[C:5]([F:8])=[CH:6][CH:7]=1.N1C=CC=CC=1.[N:29]1([S:34](Cl)(=[O:36])=[O:35])[CH2:33][CH2:32][CH2:31][CH2:30]1.O, predict the reaction product. The product is: [F:22][C:3]1[C:4]([C:9]([C:11]2[C:19]3[C:14](=[N:15][CH:16]=[C:17]([F:21])[C:18]=3[I:20])[NH:13][CH:12]=2)=[O:10])=[C:5]([F:8])[CH:6]=[CH:7][C:2]=1[NH:1][S:34]([N:29]1[CH2:33][CH2:32][CH2:31][CH2:30]1)(=[O:36])=[O:35]. (6) Given the reactants Br[C:2]1[CH:7]=[CH:6][C:5]([S:8]([F:13])([F:12])([F:11])([F:10])[F:9])=[CH:4][CH:3]=1.[F:14][C:15]1[CH:20]=[C:19]([CH2:21][C@H:22]([C:24]2[CH:29]=[CH:28][CH:27]=[CH:26][CH:25]=2)[CH3:23])[CH:18]=[C:17]([F:30])[C:16]=1OB(O)O.C1([C@H](C)CC2C=CC(OB(O)O)=CC=2)C=CC=CC=1, predict the reaction product. The product is: [F:14][C:15]1[CH:20]=[C:19]([CH2:21][C@H:22]([C:24]2[CH:25]=[CH:26][CH:27]=[CH:28][CH:29]=2)[CH3:23])[CH:18]=[C:17]([F:30])[C:16]=1[C:2]1[CH:7]=[CH:6][C:5]([S:8]([F:13])([F:12])([F:11])([F:10])[F:9])=[CH:4][CH:3]=1. (7) Given the reactants [NH2:1][C:2]1[C:3]([S:8][C:9]2[CH:14]=[CH:13][CH:12]=[CH:11][C:10]=2[C:15]2[CH:20]=[CH:19][C:18]([C:21]3[CH:22]=[N:23][C:24]([NH2:27])=[N:25][CH:26]=3)=[C:17]([F:28])[CH:16]=2)=[N:4][CH:5]=[N:6][CH:7]=1.[OH2:29].CC#N.C(Cl)[Cl:34].[OH2:36], predict the reaction product. The product is: [ClH:34].[NH2:1][C:2]1[C:3]([S:8]([C:9]2[CH:14]=[CH:13][CH:12]=[CH:11][C:10]=2[C:15]2[CH:20]=[CH:19][C:18]([C:21]3[CH:26]=[N:25][C:24]([NH2:27])=[N:23][CH:22]=3)=[C:17]([F:28])[CH:16]=2)(=[O:36])=[O:29])=[N:4][CH:5]=[N:6][CH:7]=1. (8) Given the reactants [N+:1]([C:4]1[CH:5]=[C:6]([OH:14])[CH:7]=[C:8]([C:10]([F:13])([F:12])[F:11])[CH:9]=1)([O-:3])=[O:2].Cl.[CH3:16][N:17]([CH3:21])[CH2:18][CH2:19]Cl.C(=O)([O-])[O-].[Cs+].[Cs+], predict the reaction product. The product is: [CH3:16][N:17]([CH3:21])[CH2:18][CH2:19][O:14][C:6]1[CH:7]=[C:8]([C:10]([F:11])([F:12])[F:13])[CH:9]=[C:4]([N+:1]([O-:3])=[O:2])[CH:5]=1. (9) Given the reactants [I:1][C:2]1[CH:8]=[CH:7][C:5]([NH2:6])=[C:4]([N+:9]([O-:11])=[O:10])[CH:3]=1.C(=O)([O-])[O-].[Cs+].[Cs+].[CH3:18][C:19]([O:22][C:23](O[C:23]([O:22][C:19]([CH3:21])([CH3:20])[CH3:18])=[O:24])=[O:24])([CH3:21])[CH3:20], predict the reaction product. The product is: [C:19]([O:22][C:23](=[O:24])[NH:6][C:5]1[CH:7]=[CH:8][C:2]([I:1])=[CH:3][C:4]=1[N+:9]([O-:11])=[O:10])([CH3:21])([CH3:20])[CH3:18]. (10) Given the reactants [Br:1][C:2]1[C:3]([CH3:10])=[CH:4][C:5]([OH:9])=[N:6][C:7]=1[CH3:8].C(=O)([O-])[O-].[K+].[K+].I[CH:18]([CH3:20])[CH3:19], predict the reaction product. The product is: [Br:1][C:2]1[C:7]([CH3:8])=[N:6][C:5]([O:9][CH:18]([CH3:20])[CH3:19])=[CH:4][C:3]=1[CH3:10].